This data is from Peptide-MHC class II binding affinity with 134,281 pairs from IEDB. The task is: Regression. Given a peptide amino acid sequence and an MHC pseudo amino acid sequence, predict their binding affinity value. This is MHC class II binding data. (1) The peptide sequence is RGLKLATALSLSNKF. The MHC is HLA-DPA10103-DPB10301 with pseudo-sequence HLA-DPA10103-DPB10301. The binding affinity (normalized) is 0.730. (2) The peptide sequence is ITQFILEHRAKGSCKYALPLRIPPSACLSPQ. The MHC is DRB1_1301 with pseudo-sequence DRB1_1301. The binding affinity (normalized) is 0.510. (3) The peptide sequence is QRMMAEIDTDGDGFI. The MHC is HLA-DQA10201-DQB10202 with pseudo-sequence HLA-DQA10201-DQB10202. The binding affinity (normalized) is 0.668. (4) The peptide sequence is TYDKGILTVSVAVSE. The MHC is DRB4_0101 with pseudo-sequence DRB4_0103. The binding affinity (normalized) is 0.253. (5) The peptide sequence is AFILDGDNLFPAV. The MHC is DRB1_0401 with pseudo-sequence DRB1_0401. The binding affinity (normalized) is 0.813. (6) The peptide sequence is PSFAGLRPTFDTRLM. The MHC is DRB1_0404 with pseudo-sequence DRB1_0404. The binding affinity (normalized) is 0.636. (7) The peptide sequence is LADKRPTAWFLPSIR. The MHC is DRB3_0202 with pseudo-sequence DRB3_0202. The binding affinity (normalized) is 0.750. (8) The peptide sequence is PELEEEMFKKRNLTI. The MHC is DRB1_0401 with pseudo-sequence DRB1_0401. The binding affinity (normalized) is 0.181. (9) The peptide sequence is PFMSDLQFNQMMNPS. The MHC is DRB1_0101 with pseudo-sequence DRB1_0101. The binding affinity (normalized) is 0.709.